This data is from Reaction yield outcomes from USPTO patents with 853,638 reactions. The task is: Predict the reaction yield, written as a fraction of the theoretical maximum amount of product (1.0 means a 100% yield; for example, 0.34 means a 34% yield). (1) The reactants are [F:1][C:2]1[CH:7]=[CH:6][CH:5]=[CH:4][C:3]=1[C:8](=O)[CH3:9].[C:11]([S@:15]([NH2:17])=[O:16])(C)(C)C.[Cl-].[NH4+].C(OCC)(=O)C.O1[CH2:30][CH2:29][CH2:28]C1. The catalyst is [O-]CC.[Ti+4].[O-]CC.[O-]CC.[O-]CC. The product is [F:1][C:2]1[CH:7]=[CH:6][CH:5]=[CH:4][C:3]=1/[C:8](=[N:17]/[S@@:15]([CH2:11][CH:29]([CH3:28])[CH3:30])=[O:16])/[CH3:9]. The yield is 0.740. (2) The reactants are C(NC(C)C)(C)C.[CH3:8][CH:9]([CH3:15])[C:10]([O:12][CH2:13][CH3:14])=[O:11].[CH3:16][C@H:17]1[C:21](=[O:22])OC(=O)[N:18]1[C:24]([O:26][CH2:27][C:28]1[CH:33]=[CH:32][CH:31]=[CH:30][CH:29]=1)=[O:25].C(O)(=O)C. The catalyst is C1COCC1.O. The product is [CH2:27]([O:26][C:24]([NH:18][C@@H:17]([CH3:16])[C:21](=[O:22])[C:9]([CH3:15])([CH3:8])[C:10]([O:12][CH2:13][CH3:14])=[O:11])=[O:25])[C:28]1[CH:29]=[CH:30][CH:31]=[CH:32][CH:33]=1. The yield is 0.780. (3) The reactants are [OH:1][C:2]1[CH:7]=[CH:6][C:5]([C:8]2[CH:13]=[CH:12][N:11]=[C:10]([CH3:14])[CH:9]=2)=[CH:4][C:3]=1[NH:15][C:16](=[O:32])[C@@H:17]([NH:25][CH2:26][C:27]1[N:28]=[CH:29][S:30][CH:31]=1)[CH2:18][C:19]1[CH:24]=[CH:23][CH:22]=[CH:21][CH:20]=1.Br[CH2:34][C:35]([O:37][CH3:38])=[O:36].C([O-])([O-])=O.[Cs+].[Cs+]. The catalyst is CN(C=O)C. The product is [CH3:14][C:10]1[CH:9]=[C:8]([C:5]2[CH:6]=[CH:7][C:2]([O:1][CH2:34][C:35]([O:37][CH3:38])=[O:36])=[C:3]([NH:15][C:16](=[O:32])[C@@H:17]([NH:25][CH2:26][C:27]3[N:28]=[CH:29][S:30][CH:31]=3)[CH2:18][C:19]3[CH:24]=[CH:23][CH:22]=[CH:21][CH:20]=3)[CH:4]=2)[CH:13]=[CH:12][N:11]=1. The yield is 0.660. (4) The reactants are Cl[C:2]1[N:11]=[CH:10][C:9]2[C:4](=[CH:5][CH:6]=[CH:7][CH:8]=2)[N:3]=1.[NH2:12][C:13]1[CH:14]=[C:15]2[C:19](=[CH:20][CH:21]=1)[C:18](=[O:22])[N:17]([C:23]1[C:28]([CH3:29])=[CH:27][CH:26]=[CH:25][C:24]=1[CH3:30])[C:16]2=[O:31]. The catalyst is C(O)CCC. The product is [CH3:29][C:28]1[CH:27]=[CH:26][CH:25]=[C:24]([CH3:30])[C:23]=1[N:17]1[C:16](=[O:31])[C:15]2[C:19](=[CH:20][CH:21]=[C:13]([NH:12][C:2]3[N:11]=[C:10]([C:4]4[CH:9]=[CH:8][CH:7]=[CH:6][CH:5]=4)[C:9]4[C:4](=[CH:5][CH:6]=[CH:7][CH:8]=4)[N:3]=3)[CH:14]=2)[C:18]1=[O:22]. The yield is 0.210. (5) The reactants are [CH2:1]([N:4]1[C:12]2[C:7](=[CH:8][CH:9]=[CH:10][CH:11]=2)[C:6](=[O:13])[C:5]1=[O:14])[CH:2]=[CH2:3].[N:15]1[CH:20]=CC=C[CH:16]=1.[C:21]([OH:27])(=O)[CH2:22]C(O)=O.C(=O)=O.C(N(CC)CC)C.CN(C)C(Cl)=O. No catalyst specified. The product is [CH2:1]([N:4]1[C:12]2[C:7](=[CH:8][CH:9]=[CH:10][CH:11]=2)[C:6]([CH2:22][C:21]([N:15]([CH3:20])[CH3:16])=[O:27])([OH:13])[C:5]1=[O:14])[CH:2]=[CH2:3]. The yield is 0.820. (6) The reactants are [CH:1]([C:3]1[CH:4]=[C:5]([C:10]2[C:19]([N:20]([CH3:24])[CH:21]([CH3:23])[CH3:22])=[N:18][C:17]3[C:12](=[CH:13][CH:14]=[C:15]([C:25]([O:27][CH2:28][C:29]4[CH:34]=[CH:33][C:32]([O:35][CH3:36])=[CH:31][CH:30]=4)=[O:26])[CH:16]=3)[N:11]=2)[CH:6]=[CH:7][C:8]=1[OH:9])=O.[NH2:37]OS(O)(=O)=O.CO. The catalyst is O. The product is [O:9]1[C:8]2[CH:7]=[CH:6][C:5]([C:10]3[C:19]([N:20]([CH3:24])[CH:21]([CH3:23])[CH3:22])=[N:18][C:17]4[C:12](=[CH:13][CH:14]=[C:15]([C:25]([O:27][CH2:28][C:29]5[CH:30]=[CH:31][C:32]([O:35][CH3:36])=[CH:33][CH:34]=5)=[O:26])[CH:16]=4)[N:11]=3)=[CH:4][C:3]=2[CH:1]=[N:37]1. The yield is 0.260. (7) The reactants are [F:1][C:2]([F:28])([F:27])[C:3]1[CH:8]=[CH:7][CH:6]=[CH:5][C:4]=1[C:9]1[O:13][N:12]=[CH:11][C:10]=1[NH:14][C:15]([C:17]1[CH:18]=[N:19][N:20]2[CH:25]=[CH:24][C:23](Cl)=[N:22][C:21]=12)=[O:16].[NH3:29]. The catalyst is CC(O)C. The product is [F:1][C:2]([F:28])([F:27])[C:3]1[CH:8]=[CH:7][CH:6]=[CH:5][C:4]=1[C:9]1[O:13][N:12]=[CH:11][C:10]=1[NH:14][C:15]([C:17]1[CH:18]=[N:19][N:20]2[CH:25]=[CH:24][C:23]([NH2:29])=[N:22][C:21]=12)=[O:16]. The yield is 0.310.